Dataset: Forward reaction prediction with 1.9M reactions from USPTO patents (1976-2016). Task: Predict the product of the given reaction. (1) Given the reactants Cl[C:2]1[C:11]2[C:6](=[CH:7][CH:8]=[CH:9][CH:10]=2)[N:5]=[C:4]([CH3:12])[N:3]=1.[F:13][CH:14]([F:23])[O:15][C:16]1[CH:21]=[CH:20][C:19]([NH2:22])=[CH:18][CH:17]=1.C([O-])(=O)C.[Na+], predict the reaction product. The product is: [F:13][CH:14]([F:23])[O:15][C:16]1[CH:17]=[CH:18][C:19]([NH:22][C:2]2[C:11]3[C:6](=[CH:7][CH:8]=[CH:9][CH:10]=3)[N:5]=[C:4]([CH3:12])[N:3]=2)=[CH:20][CH:21]=1. (2) Given the reactants Br[C:2]1[CH:7]=[CH:6][C:5]([C:8]2[NH:9][C:10](=[O:24])[C:11]3[C:16]([CH:17]4[CH2:22][CH2:21][CH2:20][CH2:19][CH2:18]4)=[N:15][N:14]([CH3:23])[C:12]=3[N:13]=2)=[C:4]([O:25][CH2:26][CH3:27])[CH:3]=1.[CH3:28][O:29][CH2:30][CH2:31][NH2:32], predict the reaction product. The product is: [CH:17]1([C:16]2[C:11]3[C:10](=[O:24])[NH:9][C:8]([C:5]4[CH:6]=[CH:7][C:2]([NH:32][CH2:31][CH2:30][O:29][CH3:28])=[CH:3][C:4]=4[O:25][CH2:26][CH3:27])=[N:13][C:12]=3[N:14]([CH3:23])[N:15]=2)[CH2:22][CH2:21][CH2:20][CH2:19][CH2:18]1. (3) Given the reactants CN1C([C:7]2C=C(C(O)=O)[S:10][CH:11]=2)=CC=N1.[Br:15]N1C(=O)CCC1=O.Cl[N:24]1[C:28](=[O:29])[CH2:27][CH2:26][C:25]1=O.CC(N(C[CH:40]([NH2:48])[CH2:41][C:42]1[CH:47]=[CH:46][CH:45]=[CH:44][CH:43]=1)C(=O)[O-])(C)C.CC([N:53]([CH2:57][CH2:58][CH:59]([NH2:67])CC1C=CC=CC=1)[C:54](=O)[O-])(C)C, predict the reaction product. The product is: [NH2:48][CH2:40][C@@H:41]([NH:24][C:28]([C:27]1[S:10][C:11]([CH3:7])=[C:25]([C:57]2[N:53]([CH3:54])[N:67]=[CH:59][C:58]=2[Br:15])[CH:26]=1)=[O:29])[C:42]1[CH:43]=[CH:44][CH:45]=[CH:46][CH:47]=1. (4) Given the reactants [CH3:1][O:2][C:3]1[C:31]([O:32][CH3:33])=[CH:30][C:6]2[N:7]([C:10]3[S:14][C:13]([C:15]([NH2:17])=O)=[C:12]([O:18][CH2:19][C:20]4[CH:25]=[CH:24][CH:23]=[CH:22][C:21]=4[C:26]([F:29])([F:28])[F:27])[CH:11]=3)[CH:8]=[N:9][C:5]=2[CH:4]=1.[Cl-].ClC1N(C)CC[NH+]1C.FC(F)(F)C(O)=O.C(N(CC)CC)C, predict the reaction product. The product is: [CH3:1][O:2][C:3]1[C:31]([O:32][CH3:33])=[CH:30][C:6]2[N:7]([C:10]3[S:14][C:13]([C:15]#[N:17])=[C:12]([O:18][CH2:19][C:20]4[CH:25]=[CH:24][CH:23]=[CH:22][C:21]=4[C:26]([F:27])([F:29])[F:28])[CH:11]=3)[CH:8]=[N:9][C:5]=2[CH:4]=1. (5) Given the reactants [Cl:1][C:2]1[CH:7]=[CH:6][C:5]([Cl:8])=[CH:4][C:3]=1[S:9]([NH:12][C@H:13]1[CH2:17][N:16]([C:18](OC(C)(C)C)=O)[C@@H:15]([CH2:25][O:26][C:27]2[CH:32]=[CH:31][CH:30]=[CH:29][CH:28]=2)[CH2:14]1)(=[O:11])=[O:10].CC[N:35](C(C)C)C(C)C.BrC#N.C(O)C(N)(CO)CO, predict the reaction product. The product is: [Cl:1][C:2]1[CH:7]=[CH:6][C:5]([Cl:8])=[CH:4][C:3]=1[S:9]([NH:12][C@@H:13]1[CH2:14][C@H:15]([CH2:25][O:26][C:27]2[CH:32]=[CH:31][CH:30]=[CH:29][CH:28]=2)[N:16]([C:18]#[N:35])[CH2:17]1)(=[O:10])=[O:11].